This data is from Experimentally validated miRNA-target interactions with 360,000+ pairs, plus equal number of negative samples. The task is: Binary Classification. Given a miRNA mature sequence and a target amino acid sequence, predict their likelihood of interaction. (1) The miRNA is cel-miR-265 with sequence UGAGGGAGGAAGGGUGGUAU. The protein sequence of the target gene is MLGAVKMEGHEPSDWSSYYAEPEGYSSVSNMNAGLGMNGMNTYMSMSAAAMGSGSGNMSAGSMNMSSYVGAGMSPSLAGMSPGAGAMAGMGGSAGAAGVAGMGPHLSPSLSPLGGQAAGAMGGLAPYANMNSMSPMYGQAGLSRARDPKTYRRSYTHAKPPYSYISLITMAIQQSPNKMLTLSEIYQWIMDLFPFYRQNQQRWQNSIRHSLSFNDCFLKVPRSPDKPGKGSFWTLHPDSGNMFENGCYLRRQKRFKCEKQLALKEAAGAAGSGKKAAAGAQASQAQLGEAAGPASETPAG.... Result: 0 (no interaction). (2) Result: 0 (no interaction). The protein sequence of the target gene is MRKHLSWWWLATVCMLLFSHLSAVQTRGIKHRIKWNRKALPSTAQITEAQVAENRPGAFIKQGRKLDIDFGAEGNRYYEANYWQFPDGIHYNGCSEANVTKEAFVTGCINATQAANQGEFQKPDNKLHQQVLWRLVQELCSLKHCEFWLERGAGLRVTMHQPVLLCLLALIWLTVK. The miRNA is hsa-miR-6801-5p with sequence UGGUCAGAGGCAGCAGGAAAUGA.